This data is from Experimentally validated miRNA-target interactions with 360,000+ pairs, plus equal number of negative samples. The task is: Binary Classification. Given a miRNA mature sequence and a target amino acid sequence, predict their likelihood of interaction. The miRNA is hsa-miR-4740-3p with sequence GCCCGAGAGGAUCCGUCCCUGC. The protein sequence of the target gene is MARFALTVVRHGETRFNKEKIIQGQGVDEPLSETGFKQAAAAGIFLNNVKFTHAFSSDLMRTKQTMHGILERSKFCKDMTVKYDSRLRERKYGVVEGKALSELRAMAKAAREECPVFTPPGGETLDQVKMRGIDFFEFLCQLILKEADQKEQFSQGSPSNCLETSLAEIFPLGKNHSSKVNSDSGIPGLAASVLVVSHGAYMRSLFDYFLTDLKCSLPATLSRSELMSVTPNTGMSLFIINFEEGREVKPTVQCICMNLQDHLNGLTETR. Result: 1 (interaction).